Task: Regression. Given two drug SMILES strings and cell line genomic features, predict the synergy score measuring deviation from expected non-interaction effect.. Dataset: NCI-60 drug combinations with 297,098 pairs across 59 cell lines (1) Cell line: RPMI-8226. Drug 2: C(CN)CNCCSP(=O)(O)O. Drug 1: C1CNP(=O)(OC1)N(CCCl)CCCl. Synergy scores: CSS=-1.98, Synergy_ZIP=2.81, Synergy_Bliss=5.23, Synergy_Loewe=-2.73, Synergy_HSA=-1.83. (2) Drug 1: COC1=C(C=C2C(=C1)N=CN=C2NC3=CC(=C(C=C3)F)Cl)OCCCN4CCOCC4. Drug 2: C1=CC(=CC=C1CCC2=CNC3=C2C(=O)NC(=N3)N)C(=O)NC(CCC(=O)O)C(=O)O. Cell line: LOX IMVI. Synergy scores: CSS=56.4, Synergy_ZIP=5.16, Synergy_Bliss=3.89, Synergy_Loewe=-10.2, Synergy_HSA=4.96.